This data is from NCI-60 drug combinations with 297,098 pairs across 59 cell lines. The task is: Regression. Given two drug SMILES strings and cell line genomic features, predict the synergy score measuring deviation from expected non-interaction effect. (1) Drug 1: CC1=CC=C(C=C1)C2=CC(=NN2C3=CC=C(C=C3)S(=O)(=O)N)C(F)(F)F. Drug 2: CC1CCC2CC(C(=CC=CC=CC(CC(C(=O)C(C(C(=CC(C(=O)CC(OC(=O)C3CCCCN3C(=O)C(=O)C1(O2)O)C(C)CC4CCC(C(C4)OC)OCCO)C)C)O)OC)C)C)C)OC. Cell line: SF-268. Synergy scores: CSS=9.14, Synergy_ZIP=-3.70, Synergy_Bliss=-0.259, Synergy_Loewe=-8.16, Synergy_HSA=-2.55. (2) Drug 1: CNC(=O)C1=NC=CC(=C1)OC2=CC=C(C=C2)NC(=O)NC3=CC(=C(C=C3)Cl)C(F)(F)F. Drug 2: CC1CCCC2(C(O2)CC(NC(=O)CC(C(C(=O)C(C1O)C)(C)C)O)C(=CC3=CSC(=N3)C)C)C. Cell line: K-562. Synergy scores: CSS=49.1, Synergy_ZIP=3.84, Synergy_Bliss=2.03, Synergy_Loewe=-10.3, Synergy_HSA=1.85. (3) Drug 1: CS(=O)(=O)OCCCCOS(=O)(=O)C. Drug 2: CC(C)(C#N)C1=CC(=CC(=C1)CN2C=NC=N2)C(C)(C)C#N. Cell line: HCT-15. Synergy scores: CSS=-3.52, Synergy_ZIP=0.241, Synergy_Bliss=-1.82, Synergy_Loewe=-0.907, Synergy_HSA=-3.62. (4) Drug 1: CCN(CC)CCCC(C)NC1=C2C=C(C=CC2=NC3=C1C=CC(=C3)Cl)OC. Drug 2: C1CN(P(=O)(OC1)NCCCl)CCCl. Cell line: A498. Synergy scores: CSS=16.4, Synergy_ZIP=-2.36, Synergy_Bliss=2.88, Synergy_Loewe=-8.82, Synergy_HSA=0.817. (5) Drug 1: CC1OCC2C(O1)C(C(C(O2)OC3C4COC(=O)C4C(C5=CC6=C(C=C35)OCO6)C7=CC(=C(C(=C7)OC)O)OC)O)O. Drug 2: CN1C=C(C=N1)C2=C3N=C(C(=C(N3N=C2)N)Br)C4CCCNC4. Cell line: OVCAR3. Synergy scores: CSS=56.9, Synergy_ZIP=19.3, Synergy_Bliss=19.1, Synergy_Loewe=16.2, Synergy_HSA=24.6. (6) Drug 1: C1=CC(=CC=C1CCCC(=O)O)N(CCCl)CCCl. Drug 2: C(CN)CNCCSP(=O)(O)O. Cell line: SR. Synergy scores: CSS=54.9, Synergy_ZIP=-0.354, Synergy_Bliss=-3.02, Synergy_Loewe=-5.62, Synergy_HSA=-1.26. (7) Cell line: ACHN. Drug 2: CC1CCCC2(C(O2)CC(NC(=O)CC(C(C(=O)C(C1O)C)(C)C)O)C(=CC3=CSC(=N3)C)C)C. Synergy scores: CSS=41.8, Synergy_ZIP=-3.61, Synergy_Bliss=-2.61, Synergy_Loewe=-1.23, Synergy_HSA=2.07. Drug 1: CC1=C(C(=O)C2=C(C1=O)N3CC4C(C3(C2COC(=O)N)OC)N4)N.